From a dataset of Full USPTO retrosynthesis dataset with 1.9M reactions from patents (1976-2016). Predict the reactants needed to synthesize the given product. Given the product [S:1]1[CH:5]=[CH:4][C:3]2[CH:6]=[C:7]([N:10]3[CH2:24][C:23]4[C:22](=[CH:32][CH:31]=[C:30]([O:33][CH3:34])[CH:29]=4)[C:21]3=[O:35])[CH:8]=[CH:9][C:2]1=2, predict the reactants needed to synthesize it. The reactants are: [S:1]1[CH:5]=[CH:4][C:3]2[CH:6]=[C:7]([NH2:10])[CH:8]=[CH:9][C:2]1=2.C(N(CC)C(C)C)(C)C.Br[CH2:21][C:22]1[CH:32]=[CH:31][C:30]([O:33][CH3:34])=[CH:29][C:23]=1[C:24](OCC)=O.[OH:35][Li].O.